From a dataset of Catalyst prediction with 721,799 reactions and 888 catalyst types from USPTO. Predict which catalyst facilitates the given reaction. (1) Reactant: [CH2:1]([N:8]1[CH:17]=[C:16](Br)[C:15]2[C:10](=[CH:11][CH:12]=[CH:13][CH:14]=2)[C:9]1=[O:19])[C:2]1[CH:7]=[CH:6][CH:5]=[CH:4][CH:3]=1.[CH3:20][O:21][C:22]1[CH:23]=[C:24](C2OC(C)(C)C(C)(C)O2)[CH:25]=[CH:26][C:27]=1[O:28][CH3:29].C([O-])([O-])=O.[Na+].[Na+]. Product: [CH2:1]([N:8]1[CH:17]=[C:16]([C:25]2[CH:24]=[CH:23][C:22]([O:21][CH3:20])=[C:27]([O:28][CH3:29])[CH:26]=2)[C:15]2[C:10](=[CH:11][CH:12]=[CH:13][CH:14]=2)[C:9]1=[O:19])[C:2]1[CH:7]=[CH:6][CH:5]=[CH:4][CH:3]=1. The catalyst class is: 73. (2) Reactant: [CH:1]1[C:13]2[CH:12]([CH2:14][CH2:15][N:16]([CH3:22])[CH2:17][CH2:18][C:19](O)=[O:20])[C:11]3[C:6](=[CH:7][CH:8]=[CH:9][CH:10]=3)[C:5]=2[CH:4]=[CH:3][CH:2]=1.S(Cl)([Cl:25])=O. Product: [ClH:25].[CH:1]1[C:13]2[CH:12]([CH2:14][CH2:15][N:16]([CH3:22])[CH2:17][CH2:18][C:19]([Cl:25])=[O:20])[C:11]3[C:6](=[CH:7][CH:8]=[CH:9][CH:10]=3)[C:5]=2[CH:4]=[CH:3][CH:2]=1. The catalyst class is: 68. (3) Reactant: [F:1][C:2]1[C:7]([OH:8])=[CH:6][CH:5]=[C:4]([F:9])[C:3]=1[C:10]1[N:15]=[C:14]([C:16]([O:18][CH3:19])=[O:17])[CH:13]=[CH:12][C:11]=1[F:20].C(=O)([O-])[O-].[Cs+].[Cs+].[CH3:27][O:28][CH2:29][CH2:30]Br. Product: [F:1][C:2]1[C:7]([O:8][CH2:30][CH2:29][O:28][CH3:27])=[CH:6][CH:5]=[C:4]([F:9])[C:3]=1[C:10]1[N:15]=[C:14]([C:16]([O:18][CH3:19])=[O:17])[CH:13]=[CH:12][C:11]=1[F:20]. The catalyst class is: 18.